This data is from Forward reaction prediction with 1.9M reactions from USPTO patents (1976-2016). The task is: Predict the product of the given reaction. (1) Given the reactants [C:1]1([C:15]2[CH:20]=[CH:19][CH:18]=[CH:17][CH:16]=2)[CH:6]=[CH:5][C:4]([O:7][C:8]2[CH:14]=[CH:13][C:11]([NH2:12])=[CH:10][CH:9]=2)=[CH:3][CH:2]=1.C[N:22]([CH:24]=O)C.Br[CH2:27][C:28]([C:30]1[CH:35]=[CH:34][C:33]([O:36][CH2:37][CH2:38][CH2:39][N:40]([CH2:43][CH3:44])[CH2:41][CH3:42])=[CH:32][CH:31]=1)=O, predict the reaction product. The product is: [C:1]1([C:15]2[CH:20]=[CH:19][CH:18]=[CH:17][CH:16]=2)[CH:6]=[CH:5][C:4]([O:7][C:8]2[CH:14]=[CH:13][C:11]([N:12]3[CH:27]=[C:28]([C:30]4[CH:35]=[CH:34][C:33]([O:36][CH2:37][CH2:38][CH2:39][N:40]([CH2:43][CH3:44])[CH2:41][CH3:42])=[CH:32][CH:31]=4)[N:22]=[C:24]3[CH2:6][CH2:1][CH2:2][CH3:3])=[CH:10][CH:9]=2)=[CH:3][CH:2]=1. (2) The product is: [CH3:3][N:2]([CH3:1])[CH2:4][C:5]1([C:11]2[CH:16]=[CH:15][C:14]([O:17][CH2:19][CH2:20][CH2:21][N:22]3[CH2:27][CH2:26][S:25][CH2:24][CH2:23]3)=[CH:13][CH:12]=2)[CH2:6][CH2:7][O:8][CH2:9][CH2:10]1. Given the reactants [CH3:1][N:2]([CH2:4][C:5]1([C:11]2[CH:16]=[CH:15][C:14]([OH:17])=[CH:13][CH:12]=2)[CH2:10][CH2:9][O:8][CH2:7][CH2:6]1)[CH3:3].Cl[CH2:19][CH2:20][CH2:21][N:22]1[CH2:27][CH2:26][S:25][CH2:24][CH2:23]1.C([O-])([O-])=O.[K+].[K+].C(Cl)Cl.CO.N, predict the reaction product.